Predict the reaction yield, written as a fraction of the theoretical maximum amount of product (1.0 means a 100% yield; for example, 0.34 means a 34% yield). From a dataset of Reaction yield outcomes from USPTO patents with 853,638 reactions. The reactants are [C:1]([N:5]1[C:9](=[O:10])[C:8](Cl)=[C:7]([C:12]2[CH:17]=[CH:16][CH:15]=[CH:14][CH:13]=2)[S:6]1(=[O:19])=[O:18])([CH3:4])([CH3:3])[CH3:2].[OH:20][CH2:21][CH2:22][CH2:23][NH2:24]. The catalyst is CC#N. The product is [C:1]([N:5]1[C:9](=[O:10])[C:8]([NH:24][CH2:23][CH2:22][CH2:21][OH:20])=[C:7]([C:12]2[CH:17]=[CH:16][CH:15]=[CH:14][CH:13]=2)[S:6]1(=[O:19])=[O:18])([CH3:4])([CH3:3])[CH3:2]. The yield is 0.430.